From a dataset of Catalyst prediction with 721,799 reactions and 888 catalyst types from USPTO. Predict which catalyst facilitates the given reaction. (1) Reactant: OC(C(F)(F)F)=O.[CH3:8][O:9][C@H:10]1[C@H:15]([N:16]2[CH2:20][CH2:19][O:18][C:17]2=[O:21])[CH2:14][CH2:13][NH:12][CH2:11]1.[Cl:22][C:23]1[N:27]2[CH:28]=[C:29]([C:36]3[CH:40]=[CH:39][O:38][CH:37]=3)[CH:30]=[C:31]([C:32]([F:35])([F:34])[F:33])[C:26]2=[N:25][C:24]=1[C:41](O)=[O:42].CCN(C(C)C)C(C)C.CN(C(ON1N=NC2C=CC=NC1=2)=[N+](C)C)C.F[P-](F)(F)(F)(F)F. Product: [Cl:22][C:23]1[N:27]2[CH:28]=[C:29]([C:36]3[CH:40]=[CH:39][O:38][CH:37]=3)[CH:30]=[C:31]([C:32]([F:34])([F:33])[F:35])[C:26]2=[N:25][C:24]=1[C:41]([N:12]1[CH2:13][CH2:14][C@@H:15]([N:16]2[CH2:20][CH2:19][O:18][C:17]2=[O:21])[C@H:10]([O:9][CH3:8])[CH2:11]1)=[O:42]. The catalyst class is: 31. (2) Reactant: [ClH:1].CCOC(C)=O.[Br:8][CH2:9][CH2:10][NH:11][C:12]([C:14]1[CH:15]=[C:16]([CH2:20][CH2:21][CH:22]2[CH2:27][CH2:26][N:25](C(OC(C)(C)C)=O)[CH2:24][CH2:23]2)[CH:17]=[CH:18][CH:19]=1)=[O:13]. Product: [ClH:1].[Br:8][CH2:9][CH2:10][NH:11][C:12](=[O:13])[C:14]1[CH:19]=[CH:18][CH:17]=[C:16]([CH2:20][CH2:21][CH:22]2[CH2:27][CH2:26][NH:25][CH2:24][CH2:23]2)[CH:15]=1. The catalyst class is: 25. (3) Reactant: [Br:1][C:2]1[CH:9]=[CH:8][C:5]([CH:6]=[O:7])=[CH:4][C:3]=1[F:10].[N+:11]([CH:13](S(C1C=CC(C)=CC=1)(=O)=O)[CH3:14])#[C-:12].C([O-])([O-])=O.[K+].[K+]. Product: [Br:1][C:2]1[CH:9]=[CH:8][C:5]([C:6]2[O:7][CH:12]=[N:11][C:13]=2[CH3:14])=[CH:4][C:3]=1[F:10]. The catalyst class is: 5. (4) Reactant: Cl.[NH2:2][CH2:3][C:4]1[C:9]([Cl:10])=[N:8][CH:7]=[CH:6][N:5]=1.C(N(CC)CC)C.F[P-](F)(F)(F)(F)F.N1(OC(N(C)C)=[N+](C)C)C2N=CC=CC=2N=N1.[O:42]=[C:43]1[CH2:48][CH2:47][CH:46]([C:49]([O-])=[O:50])[CH2:45][CH2:44]1. Product: [Cl:10][C:9]1[C:4]([CH2:3][NH:2][C:49]([CH:46]2[CH2:47][CH2:48][C:43](=[O:42])[CH2:44][CH2:45]2)=[O:50])=[N:5][CH:6]=[CH:7][N:8]=1. The catalyst class is: 4. (5) Reactant: [CH2:1]([O:3][C:4](=[O:22])[CH:5]([NH:14][C:15]1[CH:20]=[CH:19][C:18]([F:21])=[CH:17][CH:16]=1)[C:6](=[N:8]NC(OC)=O)[CH3:7])[CH3:2].[S-:23][C:24]#N.[K+]. Product: [F:21][C:18]1[CH:17]=[CH:16][C:15]([N:14]2[C:5]([C:4]([O:3][CH2:1][CH3:2])=[O:22])=[C:6]([CH3:7])[N:8]=[C:24]2[SH:23])=[CH:20][CH:19]=1. The catalyst class is: 33. (6) Reactant: [CH3:1][O:2][C:3](=[O:11])[CH2:4][C:5]1[CH:10]=[CH:9][CH:8]=[CH:7][CH:6]=1.[Br:12][C:13]1[CH:18]=[CH:17][C:16](F)=[C:15]([N+:20]([O-:22])=[O:21])[CH:14]=1.[H-].[Na+].[CH3:25]I. Product: [CH3:1][O:2][C:3](=[O:11])[C:4]([C:16]1[CH:17]=[CH:18][C:13]([Br:12])=[CH:14][C:15]=1[N+:20]([O-:22])=[O:21])([C:5]1[CH:6]=[CH:7][CH:8]=[CH:9][CH:10]=1)[CH3:25]. The catalyst class is: 3. (7) Reactant: [C:1](=[O:4])([OH:3])[O-:2].[Na+:5].[OH:6][CH2:7][C@@H:8]([C@H:10]([C@@H:12]([C@@H:14]([CH2:16][OH:17])[OH:15])[OH:13])[OH:11])[OH:9]. Product: [C:1](=[O:2])([OH:4])[O-:3].[Na+:5].[OH:17][CH2:16][C@@H:14]([C@H:12]([C@@H:10]([C@@H:8]([CH2:7][OH:6])[OH:9])[OH:11])[OH:13])[OH:15]. The catalyst class is: 6. (8) Reactant: [F:1][C:2]([F:19])([F:18])[C:3]1[CH:4]=[C:5]([CH:15]=[CH:16][CH:17]=1)[CH2:6][C:7]1[O:11][N:10]=[C:9]([C:12]([OH:14])=O)[CH:8]=1.Cl.[O:21]1[CH2:25][CH2:24][CH:23]([CH2:26][NH2:27])[CH2:22]1.C(N(CC)CC)C.ON1C2C=CC=CC=2N=N1.Cl.C(N=C=NCCCN(C)C)C. Product: [O:21]1[CH2:25][CH2:24][CH:23]([CH2:26][NH:27][C:12]([C:9]2[CH:8]=[C:7]([CH2:6][C:5]3[CH:15]=[CH:16][CH:17]=[C:3]([C:2]([F:1])([F:19])[F:18])[CH:4]=3)[O:11][N:10]=2)=[O:14])[CH2:22]1. The catalyst class is: 22. (9) Reactant: [NH:1]1[C:11]2[C:6](=[CH:7][CH:8]=[CH:9][CH:10]=2)[C:4](=O)[C:2]1=[O:3].[C:12]([C:15]1[O:16][CH:17]=[CH:18][CH:19]=1)(=O)[CH3:13].[OH-].[K+].CC[OH:24]. Product: [O:16]1[CH:17]=[CH:18][CH:19]=[C:15]1[C:12]1[CH:13]=[C:4]([C:2]([OH:24])=[O:3])[C:6]2[C:11](=[CH:10][CH:9]=[CH:8][CH:7]=2)[N:1]=1. The catalyst class is: 6. (10) Reactant: [Cl:1][C:2]1[CH:3]=[CH:4][C:5]2[N:11]3[C:12]([C:15]([F:18])([F:17])[F:16])=[N:13][N:14]=[C:10]3[CH:9]([CH2:19][C:20]3[O:21][C:22]([CH2:25][CH2:26][C:27]([O:29]C)=[O:28])=[CH:23][N:24]=3)[CH2:8][CH:7]([C:31]3[CH:36]=[CH:35][CH:34]=[C:33]([O:37][CH3:38])[C:32]=3[O:39][CH3:40])[C:6]=2[CH:41]=1.C(=O)([O-])[O-].[K+].[K+].Cl. Product: [Cl:1][C:2]1[CH:3]=[CH:4][C:5]2[N:11]3[C:12]([C:15]([F:17])([F:16])[F:18])=[N:13][N:14]=[C:10]3[CH:9]([CH2:19][C:20]3[O:21][C:22]([CH2:25][CH2:26][C:27]([OH:29])=[O:28])=[CH:23][N:24]=3)[CH2:8][CH:7]([C:31]3[CH:36]=[CH:35][CH:34]=[C:33]([O:37][CH3:38])[C:32]=3[O:39][CH3:40])[C:6]=2[CH:41]=1. The catalyst class is: 193.